This data is from Catalyst prediction with 721,799 reactions and 888 catalyst types from USPTO. The task is: Predict which catalyst facilitates the given reaction. Product: [C:39]([NH:42][C@:43]1([C@@H:92]([CH2:94][CH3:95])[CH3:93])[CH2:47][CH2:46][N:45]([C@@H:48]([CH2:83][CH2:84][C:85]2[CH:86]=[CH:87][CH:88]=[CH:89][CH:90]=2)[C:49]([NH:1][C@@H:2]([CH2:30][C:31]2[CH:36]=[C:35]([F:37])[CH:34]=[C:33]([F:38])[CH:32]=2)[C@H:3]([OH:4])[C@H:5]2[CH2:9][C@@H:8]([OH:10])[CH2:7][NH:6]2)=[O:50])[C:44]1=[O:91])(=[O:41])[CH3:40]. The catalyst class is: 3. Reactant: [NH2:1][C@@H:2]([CH2:30][C:31]1[CH:36]=[C:35]([F:37])[CH:34]=[C:33]([F:38])[CH:32]=1)[C@@H:3]([C@H:5]1[CH2:9][C@H:8]([O:10]C2C=CC=CN=2)[CH2:7][N:6]1C(C1C=CC=CC=1)C1C=CC=CC=1)[OH:4].[C:39]([NH:42][C@:43]1([C@@H:92]([CH2:94][CH3:95])[CH3:93])[CH2:47][CH2:46][N:45]([C@@H:48]([CH2:83][CH2:84][C:85]2[CH:90]=[CH:89][CH:88]=[CH:87][CH:86]=2)[C:49](N[C@@H](CC2C=C(F)C=C(F)C=2)[C@@H]([C@H]2C[C@@H](O)CN2C(C2C=CC=CC=2)C2C=CC=CC=2)O)=[O:50])[C:44]1=[O:91])(=[O:41])[CH3:40].C(N[C@]1([C@@H](CC)C)CCN([C@@H](CCC2C=CC=CC=2)C(O)=O)C1=O)(=O)C.CN(C(ON1N=NC2C=CC=NC1=2)=[N+](C)C)C.F[P-](F)(F)(F)(F)F.C(N[C@]1([C@@H](CC)C)CCN([C@@H](CCC2C=CC=CC=2)C(N[C@@H](CC2C=C(F)C=C(F)C=2)[C@@H]([C@H]2CCCCN2C(C2C=CC=CC=2)C2C=CC=CC=2)O)=O)C1=O)(=O)C.CN1CCOCC1.